From a dataset of Catalyst prediction with 721,799 reactions and 888 catalyst types from USPTO. Predict which catalyst facilitates the given reaction. (1) Reactant: [C:1]([C:3]1[CH:4]=[C:5]([C:11]2[O:15][N:14]=[C:13]([C:16]3[CH:24]=[CH:23][C:22]4[N:21]5[CH2:25][CH2:26][CH:27]([CH2:28][C:29]([O:31]C(C)(C)C)=[O:30])[C:20]5=[CH:19][C:18]=4[CH:17]=3)[N:12]=2)[CH:6]=[C:7]([O:9][CH3:10])[CH:8]=1)#[N:2].C([SiH](C(C)C)C(C)C)(C)C.C(O)(C(F)(F)F)=O. Product: [C:1]([C:3]1[CH:4]=[C:5]([C:11]2[O:15][N:14]=[C:13]([C:16]3[CH:24]=[CH:23][C:22]4[N:21]5[CH2:25][CH2:26][CH:27]([CH2:28][C:29]([OH:31])=[O:30])[C:20]5=[CH:19][C:18]=4[CH:17]=3)[N:12]=2)[CH:6]=[C:7]([O:9][CH3:10])[CH:8]=1)#[N:2]. The catalyst class is: 2. (2) Reactant: [NH2:1][CH2:2][CH2:3][CH2:4][N:5]1[CH2:10][CH2:9][CH:8]([C:11]2[CH:12]=[C:13]([NH:17][C:18](=[O:22])[CH:19]([CH3:21])[CH3:20])[CH:14]=[CH:15][CH:16]=2)[CH2:7][CH2:6]1.[Cl:23][C:24]1[CH:25]=[C:26]([CH:36]=[C:37]([Cl:39])[CH:38]=1)[O:27][C:28]1[O:32][C:31]([C:33](Cl)=[O:34])=[CH:30][CH:29]=1. Product: [Cl:23][C:24]1[CH:25]=[C:26]([CH:36]=[C:37]([Cl:39])[CH:38]=1)[O:27][C:28]1[O:32][C:31]([C:33]([NH:1][CH2:2][CH2:3][CH2:4][N:5]2[CH2:10][CH2:9][CH:8]([C:11]3[CH:16]=[CH:15][CH:14]=[C:13]([NH:17][C:18](=[O:22])[CH:19]([CH3:20])[CH3:21])[CH:12]=3)[CH2:7][CH2:6]2)=[O:34])=[CH:30][CH:29]=1. The catalyst class is: 1. (3) The catalyst class is: 3. Product: [C:16]([S:19][C:2]1[CH:7]=[CH:6][CH:5]=[C:4]([Cl:8])[N:3]=1)([CH3:18])([CH3:17])[CH3:15]. Reactant: Cl[C:2]1[CH:7]=[CH:6][CH:5]=[C:4]([Cl:8])[N:3]=1.C([O-])([O-])=O.[Cs+].[Cs+].[CH3:15][C:16]([SH:19])([CH3:18])[CH3:17]. (4) Reactant: Cl[C:2]1[CH:7]=[C:6]([Cl:8])[N:5]=[N:4][C:3]=1[C:9]([O:11][CH2:12][CH3:13])=[O:10].[F:14][C:15]1[CH:16]=[CH:17][C:18]([NH2:24])=[N:19][C:20]=1[CH:21]([CH3:23])[CH3:22]. Product: [Cl:8][C:6]1[N:5]=[N:4][C:3]([C:9]([O:11][CH2:12][CH3:13])=[O:10])=[C:2]([NH:24][C:18]2[CH:17]=[CH:16][C:15]([F:14])=[C:20]([CH:21]([CH3:23])[CH3:22])[N:19]=2)[CH:7]=1. The catalyst class is: 10.